Dataset: Peptide-MHC class II binding affinity with 134,281 pairs from IEDB. Task: Regression. Given a peptide amino acid sequence and an MHC pseudo amino acid sequence, predict their binding affinity value. This is MHC class II binding data. (1) The peptide sequence is YKDVDKPPFSGMTGC. The MHC is HLA-DPA10103-DPB10201 with pseudo-sequence HLA-DPA10103-DPB10201. The binding affinity (normalized) is 0.0472. (2) The peptide sequence is EQYTHQDEIYEQVHSKGLYV. The MHC is DRB1_1301 with pseudo-sequence DRB1_1301. The binding affinity (normalized) is 0.750. (3) The peptide sequence is AGALEVHAVKPVTEE. The MHC is HLA-DPA10201-DPB11401 with pseudo-sequence HLA-DPA10201-DPB11401. The binding affinity (normalized) is 0.221. (4) The peptide sequence is VAMTKGEGGVW. The MHC is DRB1_0301 with pseudo-sequence DRB1_0301. The binding affinity (normalized) is 0.